Dataset: Forward reaction prediction with 1.9M reactions from USPTO patents (1976-2016). Task: Predict the product of the given reaction. (1) Given the reactants [CH3:1][N:2]1[C:6]([C:7]([OH:9])=O)=[C:5]([CH3:10])[N:4]=[CH:3]1.C(N1C=CN=C1)(N1C=CN=C1)=O.O[NH:24][C:25](=[NH:27])[CH3:26], predict the reaction product. The product is: [CH3:1][N:2]1[C:6]([C:7]2[O:9][N:27]=[C:25]([CH3:26])[N:24]=2)=[C:5]([CH3:10])[N:4]=[CH:3]1. (2) Given the reactants Br[C:2]1[N:6]([CH3:7])[CH:5]=[N:4][C:3]=1[C:8]1[CH:13]=[C:12]([C:14]#[N:15])[CH:11]=[CH:10][N:9]=1.[Cl:16][C:17]1[CH:22]=[CH:21][C:20](B(O)O)=[C:19]([C:26]([F:29])([F:28])[F:27])[CH:18]=1, predict the reaction product. The product is: [Cl:16][C:17]1[CH:22]=[CH:21][C:20]([C:2]2[N:6]([CH3:7])[CH:5]=[N:4][C:3]=2[C:8]2[CH:13]=[C:12]([C:14]#[N:15])[CH:11]=[CH:10][N:9]=2)=[C:19]([C:26]([F:27])([F:28])[F:29])[CH:18]=1.